This data is from Forward reaction prediction with 1.9M reactions from USPTO patents (1976-2016). The task is: Predict the product of the given reaction. (1) Given the reactants [Cl:1][C:2]1[CH:3]=[C:4]([C@H:9]2[C:18]3[C:13](=[CH:14][CH:15]=[CH:16][CH:17]=3)[C:12](=[O:19])/[C:11](=[CH:20]/[CH3:21])/[CH2:10]2)[CH:5]=[CH:6][C:7]=1[Cl:8].[CH3:22][NH2:23].[BH4-].[Na+], predict the reaction product. The product is: [Cl:1][C:2]1[CH:3]=[C:4]([C@H:9]2[C:18]3[C:13](=[CH:14][CH:15]=[CH:16][CH:17]=3)[CH:12]([OH:19])[CH:11]([CH:20]([NH:23][CH3:22])[CH3:21])[CH2:10]2)[CH:5]=[CH:6][C:7]=1[Cl:8]. (2) Given the reactants [CH:1]([C:4]1[CH:13]=[C:12]2[C:7]([C:8](=[O:20])[N:9]([NH:15][S:16]([CH3:19])(=[O:18])=[O:17])[C:10](=[O:14])[NH:11]2)=[CH:6][C:5]=1[C:21]1[N:22]([CH3:26])[N:23]=[CH:24][CH:25]=1)([CH3:3])[CH3:2].[CH2:27]([O:34][CH2:35][C:36](Cl)=[O:37])[C:28]1[CH:33]=[CH:32][CH:31]=[CH:30][CH:29]=1, predict the reaction product. The product is: [CH2:27]([O:34][CH2:35][C:36]([N:15]([N:9]1[C:8](=[O:20])[C:7]2[C:12](=[CH:13][C:4]([CH:1]([CH3:3])[CH3:2])=[C:5]([C:21]3[N:22]([CH3:26])[N:23]=[CH:24][CH:25]=3)[CH:6]=2)[NH:11][C:10]1=[O:14])[S:16]([CH3:19])(=[O:17])=[O:18])=[O:37])[C:28]1[CH:33]=[CH:32][CH:31]=[CH:30][CH:29]=1. (3) Given the reactants [Si]([O:8][C@H:9]([CH2:29][CH2:30][CH2:31][CH2:32][CH3:33])/[CH:10]=[CH:11]/[C@@H:12]1[C@@H:19]2[C@@H:15]([CH:16]=[C:17]([CH2:20][CH2:21][CH2:22][CH2:23][C:24]([O:26][CH3:27])=[O:25])[CH2:18]2)[CH2:14][C@H:13]1[OH:28])(C(C)(C)C)(C)C.C([O-])(=O)CCCC.CCCC[N+](CCCC)(CCCC)CCCC.[F-].C(O[Si](C)(C)C)C, predict the reaction product. The product is: [OH:28][C@H:13]1[C@H:12](/[CH:11]=[CH:10]/[C@H:9]([OH:8])[CH2:29][CH2:30][CH2:31][CH2:32][CH3:33])[C@@H:19]2[C@@H:15]([CH:16]=[C:17]([CH2:20][CH2:21][CH2:22][CH2:23][C:24]([O:26][CH3:27])=[O:25])[CH2:18]2)[CH2:14]1.[OH:28][C@@H:13]1[C@@H:12](/[CH:11]=[CH:10]/[C@H:9]([OH:8])[CH2:29][CH2:30][CH2:31][CH2:32][CH3:33])[C@H:19]2[C@H:15]([CH:16]=[C:17]([CH2:20][CH2:21][CH2:22][CH2:23][C:24]([O:26][CH3:27])=[O:25])[CH2:18]2)[CH2:14]1. (4) Given the reactants [OH:1][C:2]1[C:7]([CH:8]([CH3:10])[CH3:9])=[N:6][N:5]([CH2:11][CH2:12][CH:13]([CH3:15])[CH3:14])[C:4](=[O:16])[C:3]=1[C:17]1[NH:22][C:21]2[CH:23]=[CH:24][C:25]([N+:27]([O-])=O)=[CH:26][C:20]=2[S:19](=[O:31])(=[O:30])[N:18]=1.NN, predict the reaction product. The product is: [NH2:27][C:25]1[CH:24]=[CH:23][C:21]2[NH:22][C:17]([C:3]3[C:4](=[O:16])[N:5]([CH2:11][CH2:12][CH:13]([CH3:14])[CH3:15])[N:6]=[C:7]([CH:8]([CH3:10])[CH3:9])[C:2]=3[OH:1])=[N:18][S:19](=[O:30])(=[O:31])[C:20]=2[CH:26]=1. (5) Given the reactants [F:1][C:2]1[CH:11]=[C:10]([OH:12])[CH:9]=[CH:8][C:3]=1[C:4]([O:6][CH3:7])=[O:5].O[CH2:14][CH2:15][CH2:16][CH:17]1[CH2:22][CH2:21][N:20]([C:23]([O:25][C:26]([CH3:29])([CH3:28])[CH3:27])=[O:24])[CH2:19][CH2:18]1, predict the reaction product. The product is: [F:1][C:2]1[CH:11]=[C:10]([CH:9]=[CH:8][C:3]=1[C:4]([O:6][CH3:7])=[O:5])[O:12][CH2:14][CH2:15][CH2:16][CH:17]1[CH2:22][CH2:21][N:20]([C:23]([O:25][C:26]([CH3:27])([CH3:29])[CH3:28])=[O:24])[CH2:19][CH2:18]1. (6) Given the reactants [N+](C1C=CC(O[C:11](=[O:31])[O:12][C@H:13]([C:15](=[O:30])[NH:16][C@@H:17]2[C:23](=[O:24])[NH:22][C:21]3[CH:25]=[CH:26][CH:27]=[CH:28][C:20]=3[O:19][C@@H:18]2[CH3:29])[CH3:14])=CC=1)([O-])=O.[F:32][C:33]([F:40])([C:36]([F:39])([F:38])[F:37])[CH2:34][NH2:35], predict the reaction product. The product is: [CH3:29][C@@H:18]1[C@H:17]([NH:16][C:15]([C@@H:13]([O:12][C:11](=[O:31])[NH:35][CH2:34][C:33]([F:40])([F:32])[C:36]([F:39])([F:38])[F:37])[CH3:14])=[O:30])[C:23](=[O:24])[NH:22][C:21]2[CH:25]=[CH:26][CH:27]=[CH:28][C:20]=2[O:19]1. (7) The product is: [C:1]([O:4][CH2:5][CH2:6][CH2:7][N:8]1[CH2:13][CH2:12][CH:11]([CH2:14][OH:15])[CH2:10][CH2:9]1)(=[O:3])[CH3:2]. Given the reactants [C:1]([O:4][CH2:5][CH2:6][CH2:7][N:8]1[CH2:13][CH2:12][CH:11]([CH2:14][O:15][Si](C(C)(C)C)(C2C=CC=CC=2)C2C=CC=CC=2)[CH2:10][CH2:9]1)(=[O:3])[CH3:2].[F-].C([N+](CCCC)(CCCC)CCCC)CCC, predict the reaction product. (8) Given the reactants C(N(CC)CC)C.[F:8][C:9]1[CH:27]=[CH:26][C:12]([CH2:13][O:14][C:15]2[CH:20]=[CH:19][C:18]([CH2:21]/[C:22](=[N:24]/[OH:25])/[NH2:23])=[CH:17][CH:16]=2)=[CH:11][CH:10]=1.[CH3:28][C:29]1[CH:37]=[CH:36][CH:35]=[C:34]([CH3:38])[C:30]=1[C:31](Cl)=[O:32], predict the reaction product. The product is: [CH3:28][C:29]1[CH:37]=[CH:36][CH:35]=[C:34]([CH3:38])[C:30]=1[C:31]([O:25]/[N:24]=[C:22](\[NH2:23])/[CH2:21][C:18]1[CH:19]=[CH:20][C:15]([O:14][CH2:13][C:12]2[CH:11]=[CH:10][C:9]([F:8])=[CH:27][CH:26]=2)=[CH:16][CH:17]=1)=[O:32].